Dataset: Peptide-MHC class II binding affinity with 134,281 pairs from IEDB. Task: Regression. Given a peptide amino acid sequence and an MHC pseudo amino acid sequence, predict their binding affinity value. This is MHC class II binding data. (1) The peptide sequence is LIVITGIKAVYNFAT. The MHC is DRB1_0101 with pseudo-sequence DRB1_0101. The binding affinity (normalized) is 0.556. (2) The peptide sequence is NNYGSTIEGLLD. The MHC is HLA-DQA10501-DQB10301 with pseudo-sequence HLA-DQA10501-DQB10301. The binding affinity (normalized) is 0.314. (3) The peptide sequence is GELQSVDKIDAAFKI. The binding affinity (normalized) is 0.567. The MHC is DRB1_1302 with pseudo-sequence DRB1_1302. (4) The peptide sequence is VVAVDIKEKGKDKWI. The MHC is HLA-DQA10501-DQB10201 with pseudo-sequence HLA-DQA10501-DQB10201. The binding affinity (normalized) is 0. (5) The peptide sequence is YVDRFFKTLRAEQASQDV. The MHC is DRB1_0101 with pseudo-sequence DRB1_0101. The binding affinity (normalized) is 1.00. (6) The peptide sequence is VALTLTSYLGLTQPF. The MHC is DRB1_1101 with pseudo-sequence DRB1_1101. The binding affinity (normalized) is 0.427.